Task: Predict which catalyst facilitates the given reaction.. Dataset: Catalyst prediction with 721,799 reactions and 888 catalyst types from USPTO (1) Reactant: Cl[C:2]1[CH:11]=[CH:10][C:9]2[C:4](=[CH:5][C:6]3[CH2:23][C:13]4([C:21]5[C:16](=[N:17][CH:18]=[CH:19][CH:20]=5)[NH:15][C:14]4=[O:22])[CH2:12][C:7]=3[CH:8]=2)[N:3]=1.[C:24]([C:26]1[CH:31]=[CH:30][C:29]([CH3:32])=[CH:28][CH:27]=1)#[CH:25].C(NCC)C. Product: [CH3:32][C:29]1[CH:30]=[CH:31][C:26]([C:24]#[C:25][C:2]2[CH:11]=[CH:10][C:9]3[C:4](=[CH:5][C:6]4[CH2:23][C:13]5([C:21]6[C:16](=[N:17][CH:18]=[CH:19][CH:20]=6)[NH:15][C:14]5=[O:22])[CH2:12][C:7]=4[CH:8]=3)[N:3]=2)=[CH:27][CH:28]=1. The catalyst class is: 233. (2) Reactant: [CH3:1][O:2][CH2:3][CH2:4][NH:5][C:6]([C:8]1[C:9]2[CH2:10][CH2:11][C:12]3([NH:21][C:22]=2[C:23]2[N:28]=[C:27]([CH3:29])[N:26]([CH3:30])[C:24]=2[CH:25]=1)[CH2:20][C:19]1[C:14](=[CH:15][CH:16]=[CH:17][CH:18]=1)[CH2:13]3)=[O:7].[C:31]([OH:37])(=[O:36])[CH2:32][C:33]([OH:35])=[O:34]. Product: [C:31]([OH:37])(=[O:36])[CH2:32][C:33]([OH:35])=[O:34].[CH3:1][O:2][CH2:3][CH2:4][NH:5][C:6]([C:8]1[C:9]2[CH2:10][CH2:11][C:12]3([NH:21][C:22]=2[C:23]2[N:28]=[C:27]([CH3:29])[N:26]([CH3:30])[C:24]=2[CH:25]=1)[CH2:20][C:19]1[C:14](=[CH:15][CH:16]=[CH:17][CH:18]=1)[CH2:13]3)=[O:7]. The catalyst class is: 5. (3) Reactant: [C:1]([C:3]1[CH:11]=[CH:10][C:6]([C:7]([OH:9])=[O:8])=[CH:5][N:4]=1)#[N:2].[CH3:12][Si](C=[N+]=[N-])(C)C. Product: [C:1]([C:3]1[CH:11]=[CH:10][C:6]([C:7]([O:9][CH3:12])=[O:8])=[CH:5][N:4]=1)#[N:2]. The catalyst class is: 5. (4) The catalyst class is: 11. Product: [Cl:1][C:2]1[CH:9]=[CH:8][C:5]([CH2:6]/[N:7]=[C:13](/[CH3:14])\[CH:12]([O:16][CH3:17])[O:11][CH3:10])=[CH:4][CH:3]=1. Reactant: [Cl:1][C:2]1[CH:9]=[CH:8][C:5]([CH2:6][NH2:7])=[CH:4][CH:3]=1.[CH3:10][O:11][CH:12]([O:16][CH3:17])[C:13](=O)[CH3:14]. (5) Reactant: [CH2:1]([O:3][C:4]1[CH:5]=[C:6]([OH:13])[C:7]([F:12])=[C:8]([CH:11]=1)[CH:9]=[O:10])[CH3:2].C([O-])([O-])=O.[K+].[K+].I[CH:21]([CH3:23])[CH3:22]. Product: [CH2:1]([O:3][C:4]1[CH:5]=[C:6]([O:13][CH:21]([CH3:23])[CH3:22])[C:7]([F:12])=[C:8]([CH:11]=1)[CH:9]=[O:10])[CH3:2]. The catalyst class is: 3. (6) Reactant: [OH:1][CH2:2][C@@H:3]1[CH2:7][CH2:6][CH2:5][N:4]1[CH2:8][CH2:9][CH2:10][NH:11][C:12]([C:14]1[CH:22]=[C:21]2[C:17]([C:18](=[N:24][NH2:25])[C:19](=[O:23])[NH:20]2)=[C:16]([Br:26])[CH:15]=1)=[O:13].[O:27]1[C:31]2[CH:32]=[CH:33][C:34]([CH2:36][C:37](O)=[O:38])=[CH:35][C:30]=2[CH2:29][CH2:28]1.C(N(CC)CC)C.CN(C(ON1N=NC2C=CC=CC1=2)=[N+](C)C)C.F[P-](F)(F)(F)(F)F. Product: [OH:1][CH2:2][C@@H:3]1[CH2:7][CH2:6][CH2:5][N:4]1[CH2:8][CH2:9][CH2:10][NH:11][C:12]([C:14]1[CH:22]=[C:21]2[C:17]([C:18](=[N:24][NH:25][C:37](=[O:38])[CH2:36][C:34]3[CH:33]=[CH:32][C:31]4[O:27][CH2:28][CH2:29][C:30]=4[CH:35]=3)[C:19](=[O:23])[NH:20]2)=[C:16]([Br:26])[CH:15]=1)=[O:13]. The catalyst class is: 3.